The task is: Predict the reaction yield, written as a fraction of the theoretical maximum amount of product (1.0 means a 100% yield; for example, 0.34 means a 34% yield).. This data is from Reaction yield outcomes from USPTO patents with 853,638 reactions. (1) The reactants are [Cl:1][C:2]1[S:6][C:5]([S:7](Cl)(=[O:9])=[O:8])=[CH:4][CH:3]=1.[CH3:11][N:12]1[CH2:17][CH2:16][NH:15][CH2:14][CH2:13]1. The catalyst is N1C=CC=CC=1. The product is [ClH:1].[Cl:1][C:2]1[S:6][C:5]([S:7]([N:15]2[CH2:16][CH2:17][N:12]([CH3:11])[CH2:13][CH2:14]2)(=[O:9])=[O:8])=[CH:4][CH:3]=1. The yield is 0.630. (2) The reactants are Br[C:2]1[CH:3]=[C:4]([S:8]([NH:11][C:12]2[CH:21]=[CH:20][C:15]([C:16]([O:18][CH3:19])=[O:17])=[C:14]([OH:22])[CH:13]=2)(=[O:10])=[O:9])[CH:5]=[CH:6][CH:7]=1.[C:23]([NH:26][C:27]1[CH:28]=[C:29](B(O)O)[CH:30]=[CH:31][CH:32]=1)(=[O:25])[CH3:24]. No catalyst specified. The product is [C:23]([NH:26][C:27]1[CH:32]=[C:31]([C:2]2[CH:7]=[CH:6][CH:5]=[C:4]([S:8]([NH:11][C:12]3[CH:21]=[CH:20][C:15]([C:16]([O:18][CH3:19])=[O:17])=[C:14]([OH:22])[CH:13]=3)(=[O:10])=[O:9])[CH:3]=2)[CH:30]=[CH:29][CH:28]=1)(=[O:25])[CH3:24]. The yield is 0.790. (3) The reactants are [F:1][C:2]1[C:10]([O:11][CH3:12])=[CH:9][CH:8]=[CH:7][C:3]=1[CH2:4][C:5]#N.[CH3:13]I.[H-].[Na+].C[N:18]([CH3:21])C=O. No catalyst specified. The product is [F:1][C:2]1[C:10]([O:11][CH3:12])=[CH:9][CH:8]=[CH:7][C:3]=1[C:4]([CH3:13])([CH3:5])[C:21]#[N:18]. The yield is 0.995. (4) The reactants are Br[C:2]1[CH:7]=[CH:6][C:5]([C:8]2[N:9]([CH2:14][C@@H:15]3[CH2:19][CH2:18][N:17]([C:20]([CH:22]4[CH2:24][CH2:23]4)=[O:21])[CH2:16]3)[C:10](=[O:13])[NH:11][N:12]=2)=[C:4]([Cl:25])[CH:3]=1.CC1(C)C(C)(C)OB([C:34]2[CH:35]=[C:36]3[C:40](=[CH:41][CH:42]=2)[NH:39][CH:38]=[CH:37]3)O1.C([O-])([O-])=O.[K+].[K+].O1CCOCC1. The catalyst is C1C=CC(P(C2C=CC=CC=2)[C-]2C=CC=C2)=CC=1.C1C=CC(P(C2C=CC=CC=2)[C-]2C=CC=C2)=CC=1.Cl[Pd]Cl.[Fe+2].O. The product is [Cl:25][C:4]1[CH:3]=[C:2]([C:34]2[CH:35]=[C:36]3[C:40](=[CH:41][CH:42]=2)[NH:39][CH:38]=[CH:37]3)[CH:7]=[CH:6][C:5]=1[C:8]1[N:9]([CH2:14][C@@H:15]2[CH2:19][CH2:18][N:17]([C:20]([CH:22]3[CH2:24][CH2:23]3)=[O:21])[CH2:16]2)[C:10](=[O:13])[NH:11][N:12]=1. The yield is 0.405. (5) The reactants are [N+:1]([C:4]1[CH:5]=[CH:6][C:7]([C:16]2[CH:28]=[CH:27][C:26]3[C:25]4[C:20](=[CH:21][CH:22]=[CH:23][CH:24]=4)[C:19]([CH3:30])([CH3:29])[C:18]=3[CH:17]=2)=[C:8]([C:10]2[CH:15]=[CH:14][CH:13]=[CH:12][CH:11]=2)[CH:9]=1)([O-])=O.Cl. The catalyst is C(O)C.[Fe]. The product is [NH2:1][C:4]1[CH:5]=[CH:6][C:7]([C:16]2[CH:28]=[CH:27][C:26]3[C:25]4[C:20](=[CH:21][CH:22]=[CH:23][CH:24]=4)[C:19]([CH3:30])([CH3:29])[C:18]=3[CH:17]=2)=[C:8]([C:10]2[CH:11]=[CH:12][CH:13]=[CH:14][CH:15]=2)[CH:9]=1. The yield is 0.850.